Dataset: Catalyst prediction with 721,799 reactions and 888 catalyst types from USPTO. Task: Predict which catalyst facilitates the given reaction. (1) Reactant: [NH:1]1[CH2:6][CH2:5][CH2:4][CH2:3][CH:2]1[CH2:7][CH2:8][OH:9].[C:10](O[C:10]([O:12][C:13]([CH3:16])([CH3:15])[CH3:14])=[O:11])([O:12][C:13]([CH3:16])([CH3:15])[CH3:14])=[O:11].O. Product: [OH:9][CH2:8][CH2:7][CH:2]1[CH2:3][CH2:4][CH2:5][CH2:6][N:1]1[C:10]([O:12][C:13]([CH3:16])([CH3:15])[CH3:14])=[O:11]. The catalyst class is: 1. (2) Product: [CH2:1]([O:8][C:9]1[CH:30]=[C:29]([O:31][CH2:32][C:33]2[CH:34]=[CH:35][CH:36]=[CH:37][CH:38]=2)[C:28]([CH:39]([CH3:41])[CH3:40])=[CH:27][C:10]=1[C:11]([N:49]1[CH2:48][C:47]2[C:51](=[CH:52][CH:53]=[C:45]([N+:42]([O-:44])=[O:43])[CH:46]=2)[CH2:50]1)=[O:12])[C:2]1[CH:3]=[CH:4][CH:5]=[CH:6][CH:7]=1. Reactant: [CH2:1]([O:8][C:9]1[CH:30]=[C:29]([O:31][CH2:32][C:33]2[CH:38]=[CH:37][CH:36]=[CH:35][CH:34]=2)[C:28]([C:39]([CH3:41])=[CH2:40])=[CH:27][C:10]=1[C:11](NC1C=CC(CN2CCOCC2)=CC=1)=[O:12])[C:2]1[CH:7]=[CH:6][CH:5]=[CH:4][CH:3]=1.[N+:42]([C:45]1[CH:46]=[C:47]2[C:51](=[CH:52][CH:53]=1)[CH2:50][NH:49][CH2:48]2)([O-:44])=[O:43].C(O)(C(F)(F)F)=O.CCN=C=NCCCN(C)C.C1C=CC2N(O)N=NC=2C=1.CCN(CC)CC. The catalyst class is: 3. (3) Reactant: [OH:1][C:2]1[CH:10]=[CH:9][C:5]([C:6]([OH:8])=[O:7])=[C:4]([CH3:11])[CH:3]=1.S(=O)(=O)(O)O.[CH3:17][C:18](=[CH2:20])[CH3:19]. Product: [C:18]([O:1][C:2]1[CH:10]=[CH:9][C:5]([C:6]([O:8][C:4]([CH3:11])([CH3:5])[CH3:3])=[O:7])=[C:4]([CH3:11])[CH:3]=1)([CH3:19])([CH3:17])[CH3:20]. The catalyst class is: 12. (4) Reactant: C(Cl)(=O)C(Cl)=O.CS(C)=O.[OH:11][CH2:12][CH2:13][C:14]1[CH:19]=[CH:18][CH:17]=[CH:16][C:15]=1[C:20]1(O)[CH2:29][CH2:28][C:23]2([O:27][CH2:26][CH2:25][O:24]2)[CH2:22][CH2:21]1.CCN(CC)CC. Product: [C:20]12([CH2:21][CH2:22][C:23]3([O:24][CH2:25][CH2:26][O:27]3)[CH2:28][CH2:29]1)[C:15]1[C:14](=[CH:19][CH:18]=[CH:17][CH:16]=1)[CH:13]=[CH:12][O:11]2. The catalyst class is: 2. (5) Reactant: [CH3:1][O:2][C:3]1[CH:8]=[CH:7][CH:6]=[CH:5][C:4]=1[CH:9]([C:11]1[CH:16]=[CH:15][CH:14]=[CH:13][C:12]=1[O:17][CH3:18])[OH:10]. Product: [CH3:18][O:17][C:12]1[CH:13]=[CH:14][CH:15]=[CH:16][C:11]=1[C:9]([C:4]1[CH:5]=[CH:6][CH:7]=[CH:8][C:3]=1[O:2][CH3:1])=[O:10]. The catalyst class is: 177. (6) Reactant: [Cl:1][C:2]1[CH:21]=[CH:20][C:5]([CH2:6][NH:7][C:8]([C:10]2[CH:11]=[CH:12][C:13]3[S:17][CH:16]=[CH:15][C:14]=3[C:18]=2[OH:19])=[O:9])=[CH:4][CH:3]=1.[Cl-].[CH2:23]=[N+:24]1[CH2:29][CH2:28][O:27][CH2:26][CH2:25]1.C(=O)(O)[O-].[Na+]. Product: [Cl:1][C:2]1[CH:3]=[CH:4][C:5]([CH2:6][NH:7][C:8]([C:10]2[CH:11]=[CH:12][C:13]3[S:17][C:16]([CH2:23][N:24]4[CH2:29][CH2:28][O:27][CH2:26][CH2:25]4)=[CH:15][C:14]=3[C:18]=2[OH:19])=[O:9])=[CH:20][CH:21]=1. The catalyst class is: 10.